This data is from NCI-60 drug combinations with 297,098 pairs across 59 cell lines. The task is: Regression. Given two drug SMILES strings and cell line genomic features, predict the synergy score measuring deviation from expected non-interaction effect. (1) Drug 1: CC1=CC=C(C=C1)C2=CC(=NN2C3=CC=C(C=C3)S(=O)(=O)N)C(F)(F)F. Drug 2: N.N.Cl[Pt+2]Cl. Cell line: PC-3. Synergy scores: CSS=40.3, Synergy_ZIP=-1.87, Synergy_Bliss=-2.68, Synergy_Loewe=-7.97, Synergy_HSA=-1.56. (2) Drug 1: CC1CCC2CC(C(=CC=CC=CC(CC(C(=O)C(C(C(=CC(C(=O)CC(OC(=O)C3CCCCN3C(=O)C(=O)C1(O2)O)C(C)CC4CCC(C(C4)OC)OCCO)C)C)O)OC)C)C)C)OC. Drug 2: CCCCC(=O)OCC(=O)C1(CC(C2=C(C1)C(=C3C(=C2O)C(=O)C4=C(C3=O)C=CC=C4OC)O)OC5CC(C(C(O5)C)O)NC(=O)C(F)(F)F)O. Cell line: KM12. Synergy scores: CSS=35.6, Synergy_ZIP=4.73, Synergy_Bliss=8.09, Synergy_Loewe=-1.13, Synergy_HSA=0.724. (3) Drug 1: CC1=C(C=C(C=C1)C(=O)NC2=CC(=CC(=C2)C(F)(F)F)N3C=C(N=C3)C)NC4=NC=CC(=N4)C5=CN=CC=C5. Drug 2: C(CCl)NC(=O)N(CCCl)N=O. Cell line: OVCAR-5. Synergy scores: CSS=-7.80, Synergy_ZIP=4.41, Synergy_Bliss=1.59, Synergy_Loewe=-6.18, Synergy_HSA=-5.69.